This data is from Catalyst prediction with 721,799 reactions and 888 catalyst types from USPTO. The task is: Predict which catalyst facilitates the given reaction. (1) Reactant: [N+:1]([C:4]1[CH:5]=[C:6]([CH:10]=[CH:11][CH:12]=1)[C:7](O)=O)([O-:3])=[O:2].[NH:13]1[CH2:17][CH2:16][CH2:15][CH2:14]1.[OH:18][C:19]1C2N=NNC=2C=CC=1.CNC(N=C=NCC)CCNC.C(NC(C)C)(C)C. Product: [N+:1]([C:4]1[CH:5]=[C:6]([CH2:7][C:19]([N:13]2[CH2:17][CH2:16][CH2:15][CH2:14]2)=[O:18])[CH:10]=[CH:11][CH:12]=1)([O-:3])=[O:2]. The catalyst class is: 4. (2) Reactant: C[O:2][C:3](=O)[C:4]1[CH:9]=[CH:8][C:7]([CH2:10][NH:11][CH2:12][C:13]2[N:17]=[C:16]([C:18]([S:33]([C:36]3[CH:41]=[CH:40][CH:39]=[CH:38][CH:37]=3)(=[O:35])=[O:34])([CH:20]3[CH2:32][C:23]4[NH:24][C:25]5[CH:26]=[CH:27][C:28]([Cl:31])=[CH:29][C:30]=5[C:22]=4[CH2:21]3)[F:19])[O:15][N:14]=2)=[CH:6][CH:5]=1.[H-].[Al+3].[Li+].[H-].[H-].[H-]. Product: [C:36]1([S:33]([C:18]([CH:20]2[CH2:32][C:23]3[NH:24][C:25]4[CH:26]=[CH:27][C:28]([Cl:31])=[CH:29][C:30]=4[C:22]=3[CH2:21]2)([F:19])[C:16]2[O:15][N:14]=[C:13]([CH2:12][NH:11][CH2:10][C:7]3[CH:6]=[CH:5][C:4]([CH2:3][OH:2])=[CH:9][CH:8]=3)[N:17]=2)(=[O:35])=[O:34])[CH:41]=[CH:40][CH:39]=[CH:38][CH:37]=1. The catalyst class is: 1. (3) Reactant: [NH2:1][CH2:2][C:3]1[CH:4]=[C:5]([NH:16][C:17]([C:19]2([C:22]3[CH:30]=[CH:29][C:25]4[O:26][CH2:27][O:28][C:24]=4[CH:23]=3)[CH2:21][CH2:20]2)=[O:18])[CH:6]=[C:7]2[C:11]=1[NH:10][C:9]([C:12]([CH3:15])([CH3:14])[CH3:13])=[CH:8]2.C(N(CC)CC)C.[CH3:38][S:39](Cl)(=[O:41])=[O:40]. The catalyst class is: 3. Product: [O:26]1[C:25]2[CH:29]=[CH:30][C:22]([C:19]3([C:17]([NH:16][C:5]4[CH:6]=[C:7]5[C:11](=[C:3]([CH2:2][NH:1][S:39]([CH3:38])(=[O:41])=[O:40])[CH:4]=4)[NH:10][C:9]([C:12]([CH3:15])([CH3:14])[CH3:13])=[CH:8]5)=[O:18])[CH2:20][CH2:21]3)=[CH:23][C:24]=2[O:28][CH2:27]1. (4) Reactant: [C:1]([N:5]([CH3:26])[C:6]([C:8]1[N:9]=[C:10](Br)[N:11]2[C:20]3[C:15](=[CH:16][C:17]([O:23][CH3:24])=[C:18]([O:21][CH3:22])[CH:19]=3)[CH2:14][CH2:13][C:12]=12)=[O:7])([CH3:4])([CH3:3])[CH3:2].[S:27]1[CH:31]=[CH:30][C:29](B(O)O)=[CH:28]1.C(=O)([O-])[O-].[K+].[K+]. Product: [C:1]([N:5]([CH3:26])[C:6]([C:8]1[N:9]=[C:10]([C:29]2[CH:30]=[CH:31][S:27][CH:28]=2)[N:11]2[C:20]3[C:15](=[CH:16][C:17]([O:23][CH3:24])=[C:18]([O:21][CH3:22])[CH:19]=3)[CH2:14][CH2:13][C:12]=12)=[O:7])([CH3:4])([CH3:3])[CH3:2]. The catalyst class is: 38. (5) Reactant: [NH2:1][C:2]1[C:7]2=[C:8]([C:21]#[C:22][Si](C)(C)C)[CH:9]=[C:10]([C@@H:11]3[O:17][C@H:16]([CH2:18][OH:19])[C@@H:14]([OH:15])[C@@:12]3([CH3:20])[OH:13])[N:6]2[N:5]=[CH:4][N:3]=1.C(=O)([O-])[O-]. Product: [NH2:1][C:2]1[C:7]2=[C:8]([C:21]#[CH:22])[CH:9]=[C:10]([C@@H:11]3[O:17][C@H:16]([CH2:18][OH:19])[C@@H:14]([OH:15])[C@@:12]3([CH3:20])[OH:13])[N:6]2[N:5]=[CH:4][N:3]=1. The catalyst class is: 5. (6) The catalyst class is: 279. Reactant: [CH2:1]([C:3]1[N:7]([C:8]2[N:16]=[C:15]3[C:11]([N:12]=[C:13]([C:18]4([OH:22])[CH2:21][NH:20][CH2:19]4)[N:14]3[CH3:17])=[C:10]([N:23]3[CH2:28][CH2:27][O:26][CH2:25][CH2:24]3)[N:9]=2)[C:6]2[CH:29]=[CH:30][CH:31]=[CH:32][C:5]=2[N:4]=1)[CH3:2].[O:33]1[CH2:38][CH2:37][C:36](=O)[CH2:35][CH2:34]1.CC(O)=O.C(O[BH-](OC(=O)C)OC(=O)C)(=O)C.[Na+]. Product: [CH2:1]([C:3]1[N:7]([C:8]2[N:16]=[C:15]3[C:11]([N:12]=[C:13]([C:18]4([OH:22])[CH2:21][N:20]([CH:36]5[CH2:37][CH2:38][O:33][CH2:34][CH2:35]5)[CH2:19]4)[N:14]3[CH3:17])=[C:10]([N:23]3[CH2:28][CH2:27][O:26][CH2:25][CH2:24]3)[N:9]=2)[C:6]2[CH:29]=[CH:30][CH:31]=[CH:32][C:5]=2[N:4]=1)[CH3:2].